From a dataset of CYP1A2 inhibition data for predicting drug metabolism from PubChem BioAssay. Regression/Classification. Given a drug SMILES string, predict its absorption, distribution, metabolism, or excretion properties. Task type varies by dataset: regression for continuous measurements (e.g., permeability, clearance, half-life) or binary classification for categorical outcomes (e.g., BBB penetration, CYP inhibition). Dataset: cyp1a2_veith. (1) The molecule is O=C1C2=CC[C@H]3C(=O)N(C[C@@H]4CCCO4)C(=O)[C@@H]3[C@@H]2[C@H](O)[C@@H]2O[C@H]12. The result is 0 (non-inhibitor). (2) The molecule is O=C(CCCN1CCC2(CC1)C(=O)NCN2c1ccccc1)c1ccc(F)cc1. The result is 0 (non-inhibitor).